Dataset: Full USPTO retrosynthesis dataset with 1.9M reactions from patents (1976-2016). Task: Predict the reactants needed to synthesize the given product. (1) The reactants are: [CH3:1][O:2][C:3](=[O:15])[C:4]1[CH:13]=[C:12](Br)[CH:11]=[C:6]([C:7]([O:9][CH3:10])=[O:8])[CH:5]=1.[CH:16]1[C:25]2[C:20](=[CH:21][CH:22]=[CH:23][CH:24]=2)[CH:19]=[CH:18][C:17]=1B(O)O.C1(C)C=CC=CC=1P(C1C=CC=CC=1C)C1C=CC=CC=1C.CCN(CC)CC. Given the product [CH3:1][O:2][C:3](=[O:15])[C:4]1[CH:13]=[C:12]([C:18]2[CH:17]=[CH:16][C:25]3[C:20](=[CH:21][CH:22]=[CH:23][CH:24]=3)[CH:19]=2)[CH:11]=[C:6]([C:7]([O:9][CH3:10])=[O:8])[CH:5]=1, predict the reactants needed to synthesize it. (2) The reactants are: [NH2:1][C:2]1[C:3]([C:12]([NH:14][C@@H:15]([CH:20]2[CH2:25][CH2:24][CH2:23][CH2:22][CH2:21]2)[C:16]([O:18][CH3:19])=[O:17])=[O:13])=[CH:4][C:5]2[C:10]([CH:11]=1)=[CH:9][CH:8]=[CH:7][CH:6]=2.[Cl:26][C:27]1[CH:32]=[C:31]([Cl:33])[CH:30]=[CH:29][C:28]=1[C:34]1[O:38][C:37]([C:39](Cl)=[O:40])=[CH:36][CH:35]=1.C(N(CC)CC)C. Given the product [CH:20]1([C@H:15]([NH:14][C:12]([C:3]2[C:2]([NH:1][C:39]([C:37]3[O:38][C:34]([C:28]4[CH:29]=[CH:30][C:31]([Cl:33])=[CH:32][C:27]=4[Cl:26])=[CH:35][CH:36]=3)=[O:40])=[CH:11][C:10]3[C:5](=[CH:6][CH:7]=[CH:8][CH:9]=3)[CH:4]=2)=[O:13])[C:16]([O:18][CH3:19])=[O:17])[CH2:25][CH2:24][CH2:23][CH2:22][CH2:21]1, predict the reactants needed to synthesize it.